From a dataset of NCI-60 drug combinations with 297,098 pairs across 59 cell lines. Regression. Given two drug SMILES strings and cell line genomic features, predict the synergy score measuring deviation from expected non-interaction effect. (1) Drug 1: COCCOC1=C(C=C2C(=C1)C(=NC=N2)NC3=CC=CC(=C3)C#C)OCCOC.Cl. Drug 2: CC1C(C(CC(O1)OC2CC(CC3=C2C(=C4C(=C3O)C(=O)C5=CC=CC=C5C4=O)O)(C(=O)C)O)N)O. Cell line: OVCAR-8. Synergy scores: CSS=57.7, Synergy_ZIP=0.221, Synergy_Bliss=4.07, Synergy_Loewe=7.61, Synergy_HSA=9.24. (2) Synergy scores: CSS=33.2, Synergy_ZIP=-9.15, Synergy_Bliss=1.94, Synergy_Loewe=-4.73, Synergy_HSA=0.948. Cell line: UO-31. Drug 2: CC1=C(C(=O)C2=C(C1=O)N3CC4C(C3(C2COC(=O)N)OC)N4)N. Drug 1: C1=NC2=C(N1)C(=S)N=CN2. (3) Drug 1: C1=CC=C(C(=C1)C(C2=CC=C(C=C2)Cl)C(Cl)Cl)Cl. Drug 2: C1=NC2=C(N=C(N=C2N1C3C(C(C(O3)CO)O)F)Cl)N. Cell line: NCIH23. Synergy scores: CSS=35.3, Synergy_ZIP=-9.60, Synergy_Bliss=-4.51, Synergy_Loewe=-4.14, Synergy_HSA=-4.67. (4) Drug 1: C1=CN(C=N1)CC(O)(P(=O)(O)O)P(=O)(O)O. Drug 2: C1CNP(=O)(OC1)N(CCCl)CCCl. Cell line: UACC62. Synergy scores: CSS=4.22, Synergy_ZIP=-0.0421, Synergy_Bliss=1.70, Synergy_Loewe=3.05, Synergy_HSA=0.364.